This data is from Forward reaction prediction with 1.9M reactions from USPTO patents (1976-2016). The task is: Predict the product of the given reaction. (1) Given the reactants [C:1]1([C:7]2[CH:12]=[C:11]([NH2:13])[CH:10]=[CH:9][N:8]=2)[CH:6]=[CH:5][CH:4]=[CH:3][CH:2]=1.C([O-])(=O)C.[Na+].[I:19]Cl.S([O-])([O-])(=O)=S.[Na+].[Na+].[OH-].[Na+], predict the reaction product. The product is: [I:19][C:10]1[C:11]([NH2:13])=[CH:12][C:7]([C:1]2[CH:2]=[CH:3][CH:4]=[CH:5][CH:6]=2)=[N:8][CH:9]=1. (2) Given the reactants [F:1][C:2]([F:44])([F:43])[C:3]1[CH:4]=[C:5]([CH:40]=[CH:41][CH:42]=1)[CH2:6][NH:7][C:8]([C:10]1[CH:15]=[CH:14][N:13]=[C:12]([C:16]2[CH:21]=[C:20]([N:22]3[CH2:27][CH2:26][CH2:25][CH2:24][CH2:23]3)[CH:19]=[CH:18][C:17]=2[NH:28][C:29]([C:31]2[CH:32]=[C:33]([CH:37]=[CH:38][CH:39]=2)[C:34](O)=[O:35])=[O:30])[CH:11]=1)=[O:9].FC(F)(F)C1C=C(C=CC=1)CNC(C1C=CN=C(C2C=C(N3CCCCC3)C=CC=2NC(=O)C2C=CC=C(C(N(CCC(NCCOC)=O)C)=O)C=2)C=1)=O.[CH3:99][NH:100][CH2:101][CH2:102][N:103]1[CH2:108][CH2:107][N:106]([C:109]([O:111][C:112]([CH3:115])([CH3:114])[CH3:113])=[O:110])[CH2:105][CH2:104]1, predict the reaction product. The product is: [CH3:99][N:100]([CH2:101][CH2:102][N:103]1[CH2:108][CH2:107][N:106]([C:109]([O:111][C:112]([CH3:115])([CH3:114])[CH3:113])=[O:110])[CH2:105][CH2:104]1)[C:34](=[O:35])[C:33]1[CH:37]=[CH:38][CH:39]=[C:31]([C:29](=[O:30])[NH:28][C:17]2[CH:18]=[CH:19][C:20]([N:22]3[CH2:23][CH2:24][CH2:25][CH2:26][CH2:27]3)=[CH:21][C:16]=2[C:12]2[CH:11]=[C:10]([C:8](=[O:9])[NH:7][CH2:6][C:5]3[CH:40]=[CH:41][CH:42]=[C:3]([C:2]([F:1])([F:43])[F:44])[CH:4]=3)[CH:15]=[CH:14][N:13]=2)[CH:32]=1.